This data is from Reaction yield outcomes from USPTO patents with 853,638 reactions. The task is: Predict the reaction yield, written as a fraction of the theoretical maximum amount of product (1.0 means a 100% yield; for example, 0.34 means a 34% yield). (1) The reactants are Cl.C(OC([N:9]1[CH2:13][CH2:12][C:11]([O:18][C:19]2[CH:24]=[CH:23][CH:22]=[CH:21][C:20]=2[C:25]([N:27]2[CH2:41][C:30]3=[C:31]4[N:36]([N:37]=[C:29]3[CH2:28]2)[C:35]([CH3:38])=[C:34]([Cl:39])[C:33]([CH3:40])=[N:32]4)=[O:26])([C:14]([F:17])([F:16])[F:15])[CH2:10]1)=O)(C)(C)C. The catalyst is O1CCOCC1. The product is [Cl:39][C:34]1[C:33]([CH3:40])=[N:32][C:31]2[N:36]([N:37]=[C:29]3[CH2:28][N:27]([C:25]([C:20]4[CH:21]=[CH:22][CH:23]=[CH:24][C:19]=4[O:18][C:11]4([C:14]([F:16])([F:15])[F:17])[CH2:12][CH2:13][NH:9][CH2:10]4)=[O:26])[CH2:41][C:30]3=2)[C:35]=1[CH3:38]. The yield is 0.250. (2) The reactants are [H-].[Na+].[OH:3][C@:4]1([C:20]2[CH:29]=[C:28]([CH:30]=[CH2:31])[C:27]3[C:22](=[CH:23][CH:24]=[CH:25][CH:26]=3)[CH:21]=2)[CH2:8][N:7]([C:9]([O:11][C:12]([CH3:15])([CH3:14])[CH3:13])=[O:10])[C@H:6]([C:16]([O:18][CH3:19])=[O:17])[CH2:5]1.I[CH3:33]. The catalyst is CN(C=O)C. The product is [CH3:33][O:3][C@:4]1([C:20]2[CH:29]=[C:28]([CH:30]=[CH2:31])[C:27]3[C:22](=[CH:23][CH:24]=[CH:25][CH:26]=3)[CH:21]=2)[CH2:8][N:7]([C:9]([O:11][C:12]([CH3:13])([CH3:14])[CH3:15])=[O:10])[C@H:6]([C:16]([O:18][CH3:19])=[O:17])[CH2:5]1. The yield is 0.900. (3) The reactants are C([O:8][C:9]1[CH:14]=[C:13]([O:15]CC2C=CC=CC=2)[C:12]([C:23]([CH3:25])=[CH2:24])=[CH:11][C:10]=1[C:26]([N:28]1[CH2:36][C:35]2[C:30](=[CH:31][CH:32]=[C:33]([C:37]3([OH:44])[CH2:42][CH2:41][N:40]([CH3:43])[CH2:39][CH2:38]3)[CH:34]=2)[CH2:29]1)=[O:27])C1C=CC=CC=1. The catalyst is CO.[Pd]. The product is [OH:8][C:9]1[CH:14]=[C:13]([OH:15])[C:12]([CH:23]([CH3:25])[CH3:24])=[CH:11][C:10]=1[C:26]([N:28]1[CH2:36][C:35]2[C:30](=[CH:31][CH:32]=[C:33]([C:37]3([OH:44])[CH2:42][CH2:41][N:40]([CH3:43])[CH2:39][CH2:38]3)[CH:34]=2)[CH2:29]1)=[O:27]. The yield is 1.00. (4) The reactants are [F:1][C:2]1[CH:7]=[C:6]([F:8])[CH:5]=[CH:4][C:3]=1[N:9]1[C:13]([C:14]2[S:23][C:22]3[C:21]4[N:24]=[C:25]([N:28]5[CH2:33][C@H:32]([CH3:34])[NH:31][C@H:30]([CH3:35])[CH2:29]5)[CH:26]=[CH:27][C:20]=4[O:19][CH2:18][CH2:17][C:16]=3[CH:15]=2)=[N:12][CH:11]=[N:10]1.Br[CH2:37][CH2:38]F.C(=O)([O-])[O-].[Cs+].[Cs+]. The catalyst is CN(C)C=O. The product is [F:1][C:2]1[CH:7]=[C:6]([F:8])[CH:5]=[CH:4][C:3]=1[N:9]1[C:13]([C:14]2[S:23][C:22]3[C:21]4[N:24]=[C:25]([N:28]5[CH2:33][C@H:32]([CH3:34])[N:31]([CH2:37][CH3:38])[C@H:30]([CH3:35])[CH2:29]5)[CH:26]=[CH:27][C:20]=4[O:19][CH2:18][CH2:17][C:16]=3[CH:15]=2)=[N:12][CH:11]=[N:10]1. The yield is 0.560. (5) The reactants are [Cl:1][C:2]1[CH:30]=[CH:29][CH:28]=[C:27]([Cl:31])[C:3]=1[CH2:4][C:5]1[S:6][C:7]2[N:8]=[C:9](SC)[N:10]=[C:11]([NH:14][C:15]3[CH:20]=[CH:19][C:18]([C:21]([F:24])([F:23])[F:22])=[CH:17][CH:16]=3)[C:12]=2[N:13]=1.[S:32]([O-:37])(O[O-])(=O)=[O:33].[K+].[K+].[CH2:40]1COCC1. The catalyst is CO.O. The product is [Cl:1][C:2]1[CH:30]=[CH:29][CH:28]=[C:27]([Cl:31])[C:3]=1[CH2:4][C:5]1[S:6][C:7]2[N:8]=[C:9]([S:32]([CH3:40])(=[O:37])=[O:33])[N:10]=[C:11]([NH:14][C:15]3[CH:20]=[CH:19][C:18]([C:21]([F:22])([F:23])[F:24])=[CH:17][CH:16]=3)[C:12]=2[N:13]=1. The yield is 0.850.